This data is from Forward reaction prediction with 1.9M reactions from USPTO patents (1976-2016). The task is: Predict the product of the given reaction. Given the reactants [NH2:1][C:2]1[C:3](=[O:30])[NH:4][C:5]2[C:10]([N:11]=1)=[C:9]([O:12][C:13]1[CH:18]=[C:17]([C:19]3[CH:24]=[CH:23][C:22]([C:25]([F:28])([F:27])[F:26])=[CH:21][CH:20]=3)[N:16]=[C:15](Cl)[N:14]=1)[CH:8]=[CH:7][CH:6]=2.[NH:31]1[CH2:36][CH2:35][NH:34][CH2:33][CH2:32]1, predict the reaction product. The product is: [NH2:1][C:2]1[C:3](=[O:30])[NH:4][C:5]2[C:10]([N:11]=1)=[C:9]([O:12][C:13]1[CH:18]=[C:17]([C:19]3[CH:24]=[CH:23][C:22]([C:25]([F:28])([F:27])[F:26])=[CH:21][CH:20]=3)[N:16]=[C:15]([N:31]3[CH2:36][CH2:35][NH:34][CH2:33][CH2:32]3)[N:14]=1)[CH:8]=[CH:7][CH:6]=2.